This data is from Peptide-MHC class II binding affinity with 134,281 pairs from IEDB. The task is: Regression. Given a peptide amino acid sequence and an MHC pseudo amino acid sequence, predict their binding affinity value. This is MHC class II binding data. (1) The peptide sequence is FHGSDGCWYPMEIRP. The MHC is DRB1_0701 with pseudo-sequence DRB1_0701. The binding affinity (normalized) is 0.516. (2) The peptide sequence is YDKFLANVSTVLMGK. The MHC is DRB1_0101 with pseudo-sequence DRB1_0101. The binding affinity (normalized) is 1.00. (3) The peptide sequence is AFKVAATAANAAAAN. The MHC is HLA-DPA10201-DPB11401 with pseudo-sequence HLA-DPA10201-DPB11401. The binding affinity (normalized) is 0.803. (4) The peptide sequence is KKGLNWITKVIMGAVLI. The MHC is DRB3_0101 with pseudo-sequence DRB3_0101. The binding affinity (normalized) is 0.